From a dataset of Catalyst prediction with 721,799 reactions and 888 catalyst types from USPTO. Predict which catalyst facilitates the given reaction. (1) Reactant: [CH3:1][O:2][C:3]1[CH:4]=[C:5]([NH2:12])[C:6]([N+:9]([O-:11])=[O:10])=[N:7][CH:8]=1.C1C(=O)N([Br:20])C(=O)C1.O. Product: [Br:20][C:8]1[N:7]=[C:6]([N+:9]([O-:11])=[O:10])[C:5]([NH2:12])=[CH:4][C:3]=1[O:2][CH3:1]. The catalyst class is: 3. (2) Reactant: [CH3:1][N:2]([C:7]1[C:12]([CH2:13][NH:14]C(=O)OC(C)(C)C)=[CH:11][CH:10]=[CH:9][N:8]=1)[S:3]([CH3:6])(=[O:5])=[O:4].C(O)(C(F)(F)F)=O. Product: [NH2:14][CH2:13][C:12]1[C:7]([N:2]([CH3:1])[S:3]([CH3:6])(=[O:5])=[O:4])=[N:8][CH:9]=[CH:10][CH:11]=1. The catalyst class is: 2. (3) Reactant: Cl[C:2]1[C:7]([CH2:8][N:9]([C:18]2[C:23]([F:24])=[C:22]([O:25][CH3:26])[CH:21]=[C:20]([O:27][CH3:28])[C:19]=2[F:29])[C:10](=[O:17])[CH2:11]C(OCC)=O)=[CH:6][N:5]=[C:4]2[N:30]([CH2:33][O:34][CH2:35][CH2:36][Si:37]([CH3:40])([CH3:39])[CH3:38])[CH:31]=[CH:32][C:3]=12.C[Si]([N-][Si](C)(C)C)(C)C.[Na+]. Product: [F:29][C:19]1[C:20]([O:27][CH3:28])=[CH:21][C:22]([O:25][CH3:26])=[C:23]([F:24])[C:18]=1[N:9]1[CH2:8][C:7]2[CH:6]=[N:5][C:4]3[N:30]([CH2:33][O:34][CH2:35][CH2:36][Si:37]([CH3:38])([CH3:39])[CH3:40])[CH:31]=[CH:32][C:3]=3[C:2]=2[CH2:11][C:10]1=[O:17]. The catalyst class is: 11. (4) Reactant: [CH2:1]([O:3][C:4]1[C@@H:5]([CH:13]([CH3:15])[CH3:14])[N:6]=[C:7]([O:10][CH2:11][CH3:12])[CH2:8][N:9]=1)[CH3:2].[Li]CCCC.CCCCCC.Br[CH2:28][C@@H:29]([CH:45]([CH3:47])[CH3:46])[CH2:30][C:31]1[CH:39]=[C:38]2[C:34]([CH:35]=[N:36][N:37]2[CH2:40][CH2:41][CH2:42][O:43][CH3:44])=[CH:33][CH:32]=1. The catalyst class is: 1. Product: [CH2:11]([O:10][C:7]1[C@H:8]([CH2:28][C@@H:29]([CH:45]([CH3:47])[CH3:46])[CH2:30][C:31]2[CH:39]=[C:38]3[C:34]([CH:35]=[N:36][N:37]3[CH2:40][CH2:41][CH2:42][O:43][CH3:44])=[CH:33][CH:32]=2)[N:9]=[C:4]([O:3][CH2:1][CH3:2])[C@@H:5]([CH:13]([CH3:15])[CH3:14])[N:6]=1)[CH3:12]. (5) Reactant: [CH3:1][O:2][C:3]([C:5]1[NH:9][C:8]2[CH:10]=[CH:11][CH:12]=[CH:13][C:7]=2[N:6]=1)=[O:4].[H-].[Na+].I[CH3:17]. Product: [CH3:1][O:2][C:3]([C:5]1[N:6]([CH3:17])[C:7]2[CH:13]=[CH:12][CH:11]=[CH:10][C:8]=2[N:9]=1)=[O:4]. The catalyst class is: 163. (6) Reactant: [C:1]([O:5][C:6]([N:8]1[CH2:13][CH2:12][NH:11][CH2:10][CH2:9]1)=[O:7])([CH3:4])([CH3:3])[CH3:2].[C:14]([CH2:16][C:17](OCC)=[O:18])#[N:15]. Product: [C:14]([CH2:16][C:17]([N:11]1[CH2:12][CH2:13][N:8]([C:6]([O:5][C:1]([CH3:4])([CH3:2])[CH3:3])=[O:7])[CH2:9][CH2:10]1)=[O:18])#[N:15]. The catalyst class is: 11. (7) Reactant: [CH:1]([N:4]1[CH:8]=[N:7][N:6]=[C:5]1[C:9]1[S:10][C:11]2[CH2:12][CH2:13][O:14][C:15]3[CH:22]=[C:21]([C:23](O)=[O:24])[CH:20]=[CH:19][C:16]=3[C:17]=2[N:18]=1)([CH3:3])[CH3:2].C(Cl)(=O)C(Cl)=O.[NH2:32][C:33]1[CH:37]=[CH:36][O:35][N:34]=1.C(N(CC)CC)C.C(=O)(O)[O-].[Na+]. Product: [O:35]1[CH:36]=[CH:37][C:33]([NH:32][C:23]([C:21]2[CH:20]=[CH:19][C:16]3[C:17]4[N:18]=[C:9]([C:5]5[N:4]([CH:1]([CH3:3])[CH3:2])[CH:8]=[N:7][N:6]=5)[S:10][C:11]=4[CH2:12][CH2:13][O:14][C:15]=3[CH:22]=2)=[O:24])=[N:34]1. The catalyst class is: 59. (8) Reactant: [Cl:1][C:2]1[CH:7]=[C:6]2[NH:8][C:9](=[O:40])[C:10]3([CH:15]([C:16]4[CH:21]=[CH:20][CH:19]=[C:18]([Cl:22])[CH:17]=4)[CH2:14][C:13](=[O:23])[N:12]([CH2:24][C:25]([O:27]C(C)(C)C)=[O:26])[CH:11]3[C:32]3[CH:37]=[C:36]([F:38])[CH:35]=[CH:34][C:33]=3[CH3:39])[C:5]2=[CH:4][CH:3]=1.COC([Si](C)(C)C)C.FC(F)(F)C(O)=O.CCN(C(C)C)C(C)C. Product: [Cl:1][C:2]1[CH:7]=[C:6]2[NH:8][C:9](=[O:40])[C:10]3([CH:15]([C:16]4[CH:21]=[CH:20][CH:19]=[C:18]([Cl:22])[CH:17]=4)[CH2:14][C:13](=[O:23])[N:12]([CH2:24][C:25]([OH:27])=[O:26])[CH:11]3[C:32]3[CH:37]=[C:36]([F:38])[CH:35]=[CH:34][C:33]=3[CH3:39])[C:5]2=[CH:4][CH:3]=1. The catalyst class is: 4. (9) Reactant: Br[C:2]1[CH:3]=[C:4]([C:16](=[O:18])[CH3:17])[CH:5]=[CH:6][C:7]=1[C:8]([O:11][CH2:12][O:13][CH2:14][CH3:15])([CH3:10])[CH3:9].[CH3:19][C:20]1([CH3:36])[C:24]([CH3:26])([CH3:25])[O:23][B:22]([B:22]2[O:23][C:24]([CH3:26])([CH3:25])[C:20]([CH3:36])([CH3:19])[O:21]2)[O:21]1.CC([O-])=O.[K+]. Product: [CH2:14]([O:13][CH2:12][O:11][C:8]([C:7]1[CH:6]=[CH:5][C:4]([C:16](=[O:18])[CH3:17])=[CH:3][C:2]=1[B:22]1[O:23][C:24]([CH3:26])([CH3:25])[C:20]([CH3:36])([CH3:19])[O:21]1)([CH3:10])[CH3:9])[CH3:15]. The catalyst class is: 75.